This data is from Merck oncology drug combination screen with 23,052 pairs across 39 cell lines. The task is: Regression. Given two drug SMILES strings and cell line genomic features, predict the synergy score measuring deviation from expected non-interaction effect. (1) Drug 1: O=P1(N(CCCl)CCCl)NCCCO1. Drug 2: C=CCn1c(=O)c2cnc(Nc3ccc(N4CCN(C)CC4)cc3)nc2n1-c1cccc(C(C)(C)O)n1. Cell line: UWB1289BRCA1. Synergy scores: synergy=6.16. (2) Drug 1: CN1C(=O)C=CC2(C)C3CCC4(C)C(NC(=O)OCC(F)(F)F)CCC4C3CCC12. Drug 2: CCN(CC)CCNC(=O)c1c(C)[nH]c(C=C2C(=O)Nc3ccc(F)cc32)c1C. Cell line: VCAP. Synergy scores: synergy=16.9. (3) Drug 1: COC1CC2CCC(C)C(O)(O2)C(=O)C(=O)N2CCCCC2C(=O)OC(C(C)CC2CCC(OP(C)(C)=O)C(OC)C2)CC(=O)C(C)C=C(C)C(O)C(OC)C(=O)C(C)CC(C)C=CC=CC=C1C. Drug 2: CCc1cnn2c(NCc3ccc[n+]([O-])c3)cc(N3CCCCC3CCO)nc12. Cell line: CAOV3. Synergy scores: synergy=7.38.